From a dataset of CYP3A4 inhibition data for predicting drug metabolism from PubChem BioAssay. Regression/Classification. Given a drug SMILES string, predict its absorption, distribution, metabolism, or excretion properties. Task type varies by dataset: regression for continuous measurements (e.g., permeability, clearance, half-life) or binary classification for categorical outcomes (e.g., BBB penetration, CYP inhibition). Dataset: cyp3a4_veith. (1) The molecule is O=C(Nc1ccccc1C(=O)NCCc1ccccc1)c1ccco1. The result is 1 (inhibitor). (2) The drug is CC(C)/C(=N/[N+](C)(C)C)c1ccccc1. The result is 0 (non-inhibitor). (3) The drug is CCCOc1ccc(C2C(C(=O)c3ccco3)=C(O)C(=O)N2CCN2CCOCC2)cc1OC. The result is 0 (non-inhibitor). (4) The drug is COc1cc2c(cc1OC)/C(=C/C(=O)N1CCOCC1)NC(C)(C)C2.Cl. The result is 0 (non-inhibitor). (5) The molecule is Cc1nc(N=Nc2cc(S(=O)(=O)[O-])ccc2S(=O)(=O)[O-])c(COP(=O)([O-])[O-])c(C=O)c1O. The result is 0 (non-inhibitor).